This data is from Forward reaction prediction with 1.9M reactions from USPTO patents (1976-2016). The task is: Predict the product of the given reaction. (1) Given the reactants [NH:1]1[CH2:6][CH2:5][CH:4]([N:7]2[C@@H:16]3[C@H:11]([CH2:12][CH2:13][CH2:14][CH2:15]3)[CH2:10][NH:9][C:8]2=[O:17])[CH2:3][CH2:2]1.[CH:18]([O:21][CH:22]1[CH2:27][CH2:26][C:25](=O)[CH2:24][CH2:23]1)([CH3:20])[CH3:19], predict the reaction product. The product is: [CH:18]([O:21][CH:22]1[CH2:27][CH2:26][CH:25]([N:1]2[CH2:6][CH2:5][CH:4]([N:7]3[C@@H:16]4[C@H:11]([CH2:12][CH2:13][CH2:14][CH2:15]4)[CH2:10][NH:9][C:8]3=[O:17])[CH2:3][CH2:2]2)[CH2:24][CH2:23]1)([CH3:20])[CH3:19]. (2) Given the reactants [C:1]([C:4]1[CH:9]=[CH:8][C:7](OS(C(F)(F)F)(=O)=O)=[CH:6][C:5]=1[CH3:18])(=[O:3])[CH3:2].C([Sn](CCCC)(CCCC)[C:24]1[O:25][CH:26]=[CH:27][CH:28]=1)CCC.[Cl-].[Li+], predict the reaction product. The product is: [O:25]1[CH:26]=[CH:27][CH:28]=[C:24]1[C:7]1[CH:8]=[CH:9][C:4]([C:1](=[O:3])[CH3:2])=[C:5]([CH3:18])[CH:6]=1. (3) Given the reactants [F:1][C:2]1[CH:3]=[C:4]([C:11](=[O:13])[CH3:12])[CH:5]=[C:6]([F:10])[C:7]=1[O:8]C.Br, predict the reaction product. The product is: [F:1][C:2]1[CH:3]=[C:4]([C:11](=[O:13])[CH3:12])[CH:5]=[C:6]([F:10])[C:7]=1[OH:8]. (4) Given the reactants [Br:1][C:2]1[CH:10]=[CH:9][C:5]([C:6]([OH:8])=O)=[C:4]([O:11][CH3:12])[CH:3]=1.[C:13]1([CH:19]=[CH:20][S:21]([NH2:24])(=[O:23])=[O:22])[CH:18]=[CH:17][CH:16]=[CH:15][CH:14]=1.IC1C=CC=CC=1OC.C(N=C=NCCCN(C)C)C, predict the reaction product. The product is: [Br:1][C:2]1[CH:10]=[CH:9][C:5]([C:6]([NH:24][S:21](/[CH:20]=[CH:19]/[C:13]2[CH:18]=[CH:17][CH:16]=[CH:15][CH:14]=2)(=[O:22])=[O:23])=[O:8])=[C:4]([O:11][CH3:12])[CH:3]=1.